Dataset: Forward reaction prediction with 1.9M reactions from USPTO patents (1976-2016). Task: Predict the product of the given reaction. (1) Given the reactants [OH:1][C:2]1[CH:3]=[C:4]2[C:9](=[CH:10][CH:11]=1)[N:8]=[C:7]([C:12]1[CH:13]=[N:14][CH:15]=[CH:16][CH:17]=1)[N:6]=[C:5]2[NH:18][C:19]1[CH:27]=[CH:26][CH:25]=[CH:24][C:20]=1[C:21]([NH2:23])=[O:22].Br[CH2:29][CH2:30][Cl:31].C(=O)([O-])[O-].[K+].[K+].O, predict the reaction product. The product is: [Cl:31][CH2:30][CH2:29][O:1][C:2]1[CH:3]=[C:4]2[C:9](=[CH:10][CH:11]=1)[N:8]=[C:7]([C:12]1[CH:13]=[N:14][CH:15]=[CH:16][CH:17]=1)[N:6]=[C:5]2[NH:18][C:19]1[CH:27]=[CH:26][CH:25]=[CH:24][C:20]=1[C:21]([NH2:23])=[O:22]. (2) Given the reactants C1(C)C=CC(S([O-])(=O)=O)=CC=1.[NH+]1C=CC=CC=1.[C:18]([O:21][CH:22]1[C:23]([OH:62])([CH3:61])[CH2:24][CH2:25][CH:26]([O:53][Si:54]([C:57]([CH3:60])([CH3:59])[CH3:58])([CH3:56])[CH3:55])[CH2:27][C:28]([O:30][CH:31](/[C:36](/[CH3:52])=[CH:37]/[CH:38]=[CH:39]/[CH:40]([CH3:51])[CH2:41][CH:42]2[O:50][CH:43]2[CH:44]([CH3:49])[CH:45]([OH:48])[CH2:46][CH3:47])[CH:32]([CH3:35])[CH:33]=[CH:34]1)=[O:29])(=[O:20])[CH3:19].[CH:63]([O:65][CH2:66][CH3:67])=[CH2:64].[C:68]([O:71][CH2:72][CH3:73])(=O)[CH3:69], predict the reaction product. The product is: [C:18]([O:21][CH:22]1[C:23]([O:62][CH:68]([O:71][CH2:72][CH3:73])[CH3:69])([CH3:61])[CH2:24][CH2:25][CH:26]([O:53][Si:54]([C:57]([CH3:58])([CH3:60])[CH3:59])([CH3:56])[CH3:55])[CH2:27][C:28]([O:30][CH:31](/[C:36](/[CH3:52])=[CH:37]/[CH:38]=[CH:39]/[CH:40]([CH3:51])[CH2:41][CH:42]2[O:50][CH:43]2[CH:44]([CH3:49])[CH:45]([O:48][CH:63]([O:65][CH2:66][CH3:67])[CH3:64])[CH2:46][CH3:47])[CH:32]([CH3:35])[CH:33]=[CH:34]1)=[O:29])(=[O:20])[CH3:19].